Dataset: CYP2C19 inhibition data for predicting drug metabolism from PubChem BioAssay. Task: Regression/Classification. Given a drug SMILES string, predict its absorption, distribution, metabolism, or excretion properties. Task type varies by dataset: regression for continuous measurements (e.g., permeability, clearance, half-life) or binary classification for categorical outcomes (e.g., BBB penetration, CYP inhibition). Dataset: cyp2c19_veith. (1) The compound is CC(=O)N1c2ccc(S(=O)(=O)CCC(=O)O)cc2CC1C. The result is 0 (non-inhibitor). (2) The result is 0 (non-inhibitor). The drug is C=CC[C@@H]1C=C[C@H](O/N=C(\C)CCN2CCc3nc(CC)c(CC)cc3C2)[C@H](CO)O1. (3) The compound is CCCNC(=O)OC[C@@H]1O[C@H](CCO/N=C(\C)CCN2CCCc3nc(C)c(C)cc32)C=C[C@@H]1Oc1ccc(OC)cc1. The result is 0 (non-inhibitor). (4) The molecule is Cc1cc(=O)[nH]c(SCC(=O)Nc2ccc(S(=O)(=O)N3CCOCC3)cc2)n1. The result is 0 (non-inhibitor).